The task is: Predict which catalyst facilitates the given reaction.. This data is from Catalyst prediction with 721,799 reactions and 888 catalyst types from USPTO. (1) Reactant: C(OCC)(=O)C.C(O)(=O)C.[Br:11][C:12]1[C:13]([F:23])=[CH:14][C:15]([N+:20]([O-])=O)=[C:16]([O:18][CH3:19])[CH:17]=1. Product: [Br:11][C:12]1[C:13]([F:23])=[CH:14][C:15]([NH2:20])=[C:16]([O:18][CH3:19])[CH:17]=1. The catalyst class is: 6. (2) Reactant: [N:1]1[CH:6]=[CH:5][CH:4]=[CH:3][C:2]=1[CH2:7][N:8]1[C:16]2[C:11](=[CH:12][C:13]([NH:17][C:18]3[C:27]4[C:26]([OH:28])=[CH:25][CH:24]=[CH:23][C:22]=4[N:21]=[CH:20][N:19]=3)=[CH:14][CH:15]=2)[CH:10]=[N:9]1.O[C@@H:30]([CH3:35])[C:31]([O:33][CH3:34])=[O:32].C1(P(C2C=CC=CC=2)C2C=CC=CC=2)C=CC=CC=1. Product: [N:1]1[CH:6]=[CH:5][CH:4]=[CH:3][C:2]=1[CH2:7][N:8]1[C:16]2[C:11](=[CH:12][C:13]([NH:17][C:18]3[C:27]4[C:22](=[CH:23][CH:24]=[CH:25][C:26]=4[O:28][C@H:30]([CH3:35])[C:31]([O:33][CH3:34])=[O:32])[N:21]=[CH:20][N:19]=3)=[CH:14][CH:15]=2)[CH:10]=[N:9]1. The catalyst class is: 2.